This data is from Reaction yield outcomes from USPTO patents with 853,638 reactions. The task is: Predict the reaction yield, written as a fraction of the theoretical maximum amount of product (1.0 means a 100% yield; for example, 0.34 means a 34% yield). (1) The product is [NH2:28][C:24]1[CH:23]=[C:22]([CH:27]=[CH:26][CH:25]=1)[C:21]([O:20][C@H:9]([C:10]1[CH:15]=[CH:14][C:13]([O:16][CH3:17])=[C:12]([O:18][CH3:19])[CH:11]=1)[CH2:8][C:7]1[C:2]([Cl:1])=[CH:3][N+:4]([O-:33])=[CH:5][C:6]=1[Cl:32])=[O:31]. The yield is 0.870. The reactants are [Cl:1][C:2]1[CH:3]=[N+:4]([O-:33])[CH:5]=[C:6]([Cl:32])[C:7]=1[CH2:8][C@H:9]([O:20][C:21](=[O:31])[C:22]1[CH:27]=[CH:26][CH:25]=[C:24]([N+:28]([O-])=O)[CH:23]=1)[C:10]1[CH:15]=[CH:14][C:13]([O:16][CH3:17])=[C:12]([O:18][CH3:19])[CH:11]=1.O.O.[Sn](Cl)(Cl)(Cl)Cl. The catalyst is O1CCCC1. (2) The reactants are Br[C:2]1[C:11]2[C:6](=[CH:7][CH:8]=[CH:9][CH:10]=2)[CH:5]=[C:4]([CH3:12])[C:3]=1[OH:13].OC(C(F)(F)F)=O.[O:21]1[C:32]2[C:33]3[C:28]([C:29](B(O)O)=[CH:30][CH:31]=2)=[N:27][CH:26]=[CH:25][C:24]=3[CH2:23][CH2:22]1.C([O-])([O-])=O.[K+].[K+].CC(N(C)C)=O. The catalyst is C(OCC)(=O)C.C1C=CC([P]([Pd]([P](C2C=CC=CC=2)(C2C=CC=CC=2)C2C=CC=CC=2)([P](C2C=CC=CC=2)(C2C=CC=CC=2)C2C=CC=CC=2)[P](C2C=CC=CC=2)(C2C=CC=CC=2)C2C=CC=CC=2)(C2C=CC=CC=2)C2C=CC=CC=2)=CC=1.O. The product is [O:21]1[C:32]2[C:33]3[C:28]([C:29]([C:2]4[C:11]5[C:6](=[CH:7][CH:8]=[CH:9][CH:10]=5)[CH:5]=[C:4]([CH3:12])[C:3]=4[OH:13])=[CH:30][CH:31]=2)=[N:27][CH:26]=[CH:25][C:24]=3[CH2:23][CH2:22]1. The yield is 0.290.